Dataset: Full USPTO retrosynthesis dataset with 1.9M reactions from patents (1976-2016). Task: Predict the reactants needed to synthesize the given product. Given the product [CH:1]1([O:7][CH2:10][C:11]2[CH:16]=[CH:15][CH:14]=[CH:13][CH:12]=2)[CH2:6][CH2:5][CH2:4][CH:3]=[CH:2]1, predict the reactants needed to synthesize it. The reactants are: [CH:1]1([OH:7])[CH2:6][CH2:5][CH2:4][CH:3]=[CH:2]1.[H-].[Na+].[CH2:10](Br)[C:11]1[CH:16]=[CH:15][CH:14]=[CH:13][CH:12]=1.O.